The task is: Regression. Given a peptide amino acid sequence and an MHC pseudo amino acid sequence, predict their binding affinity value. This is MHC class I binding data.. This data is from Peptide-MHC class I binding affinity with 185,985 pairs from IEDB/IMGT. (1) The peptide sequence is ITMVNSLTY. The MHC is HLA-A26:02 with pseudo-sequence HLA-A26:02. The binding affinity (normalized) is 0.518. (2) The peptide sequence is SCAVNEAAM. The MHC is H-2-Kb with pseudo-sequence H-2-Kb. The binding affinity (normalized) is 0.0734. (3) The peptide sequence is RLMAEALKE. The MHC is HLA-B27:05 with pseudo-sequence HLA-B27:05. The binding affinity (normalized) is 0.169. (4) The peptide sequence is NVAYGAVSF. The MHC is HLA-A32:01 with pseudo-sequence HLA-A32:01. The binding affinity (normalized) is 0.546. (5) The peptide sequence is IALNFPGSQK. The MHC is HLA-A68:01 with pseudo-sequence HLA-A68:01. The binding affinity (normalized) is 0.218. (6) The peptide sequence is YLDMVLAFL. The MHC is HLA-A03:01 with pseudo-sequence HLA-A03:01. The binding affinity (normalized) is 0.0847. (7) The peptide sequence is AGFPAGLTY. The MHC is HLA-A23:01 with pseudo-sequence HLA-A23:01. The binding affinity (normalized) is 0. (8) The binding affinity (normalized) is 0.0847. The MHC is HLA-A26:01 with pseudo-sequence HLA-A26:01. The peptide sequence is AVDWYQQRI.